From a dataset of Catalyst prediction with 721,799 reactions and 888 catalyst types from USPTO. Predict which catalyst facilitates the given reaction. (1) Reactant: [Cl:1][C:2]1[C:7]([CH:8]=[O:9])=[C:6]([OH:10])[CH:5]=[C:4]([O:11][CH:12]2[CH2:17][CH2:16][CH2:15][CH2:14][O:13]2)[CH:3]=1.N1C=CC=CC=1.[O:24](S(C(F)(F)F)(=O)=O)[S:25]([C:28]([F:31])([F:30])[F:29])(=O)=[O:26]. Product: [F:29][C:28]([F:31])([F:30])[S:25]([O:10][C:6]1[CH:5]=[C:4]([O:11][CH:12]2[CH2:17][CH2:16][CH2:15][CH2:14][O:13]2)[CH:3]=[C:2]([Cl:1])[C:7]=1[CH:8]=[O:9])(=[O:26])=[O:24]. The catalyst class is: 2. (2) Reactant: [Cl:1][C:2]1[CH:3]=[C:4]([C:8]2[O:12][N:11]=[C:10]([CH:13]([OH:15])[CH3:14])[N:9]=2)[CH:5]=[CH:6][CH:7]=1.[C:16](OC=C)(=[O:18])[CH3:17]. Product: [C:16]([O:15][C@@H:13]([C:10]1[N:9]=[C:8]([C:4]2[CH:5]=[CH:6][CH:7]=[C:2]([Cl:1])[CH:3]=2)[O:12][N:11]=1)[CH3:14])(=[O:18])[CH3:17]. The catalyst class is: 11. (3) Reactant: [NH2:1][CH2:2][C:3]1[CH:8]=[CH:7][CH:6]=[CH:5][N:4]=1.[C:9]1(=O)[O:14][C:12](=[O:13])[C:11]2=[CH:15][CH:16]=[CH:17][CH:18]=[C:10]12.C(N(CC)CC)C. Product: [N:4]1[CH:5]=[CH:6][CH:7]=[CH:8][C:3]=1[CH2:2][N:1]1[C:12](=[O:13])[C:11]2[C:10](=[CH:18][CH:17]=[CH:16][CH:15]=2)[C:9]1=[O:14]. The catalyst class is: 11. (4) Reactant: [C:1]([O:5][C:6]([N:8]1[C:16]2[C:11](=[C:12]([CH3:18])[C:13]([OH:17])=[CH:14][CH:15]=2)[CH2:10][CH2:9]1)=[O:7])([CH3:4])([CH3:3])[CH3:2].Cl[CH2:20][C:21]1[CH:26]=[CH:25][C:24]([CH:27]([CH3:29])[CH3:28])=[C:23]([O:30][C:31]([F:34])([F:33])[F:32])[CH:22]=1.C(=O)([O-])[O-].[K+].[K+].C(=O)(O)[O-].[Na+]. Product: [C:1]([O:5][C:6]([N:8]1[C:16]2[C:11](=[C:12]([CH3:18])[C:13]([O:17][CH2:20][C:21]3[CH:26]=[CH:25][C:24]([CH:27]([CH3:29])[CH3:28])=[C:23]([O:30][C:31]([F:32])([F:33])[F:34])[CH:22]=3)=[CH:14][CH:15]=2)[CH2:10][CH2:9]1)=[O:7])([CH3:4])([CH3:3])[CH3:2]. The catalyst class is: 4.